From a dataset of Peptide-MHC class II binding affinity with 134,281 pairs from IEDB. Regression. Given a peptide amino acid sequence and an MHC pseudo amino acid sequence, predict their binding affinity value. This is MHC class II binding data. (1) The peptide sequence is IKYEVAIFVHGPTTVESH. The binding affinity (normalized) is 0.343. The MHC is DRB1_0404 with pseudo-sequence DRB1_0404. (2) The peptide sequence is KKGLNWITKVIMGAVLI. The MHC is HLA-DQA10201-DQB10402 with pseudo-sequence HLA-DQA10201-DQB10402. The binding affinity (normalized) is 0.523. (3) The MHC is DRB5_0101 with pseudo-sequence DRB5_0101. The binding affinity (normalized) is 0.403. The peptide sequence is CILAWILVRIINVRS.